From a dataset of Forward reaction prediction with 1.9M reactions from USPTO patents (1976-2016). Predict the product of the given reaction. Given the reactants Cl[CH2:2][C:3]1[CH:4]=[C:5]([CH:27]=[CH:28][N:29]=1)[C:6]([NH:8][C:9]1[O:10][C:11]2[C:17]([C:18]3[CH:23]=[CH:22][C:21]([F:24])=[CH:20][CH:19]=3)=[CH:16][CH:15]=[C:14]([O:25][CH3:26])[C:12]=2[N:13]=1)=[O:7].[H-].[Na+].[CH2:32]([OH:34])C, predict the reaction product. The product is: [F:24][C:21]1[CH:22]=[CH:23][C:18]([C:17]2[C:11]3[O:10][C:9]([NH:8][C:6](=[O:7])[C:5]4[CH:27]=[CH:28][N:29]=[C:3]([CH2:2][O:34][CH3:32])[CH:4]=4)=[N:13][C:12]=3[C:14]([O:25][CH3:26])=[CH:15][CH:16]=2)=[CH:19][CH:20]=1.